Predict which catalyst facilitates the given reaction. From a dataset of Catalyst prediction with 721,799 reactions and 888 catalyst types from USPTO. (1) Reactant: C([O:3][CH:4](OCC)[C:5]1[N:9]([CH3:10])[N:8]=[C:7]([C:11]2[CH:16]=[N:15][CH:14]=[CH:13][N:12]=2)[N:6]=1)C.[ClH:20]. Product: [OH2:3].[ClH:20].[ClH:20].[CH3:10][N:9]1[C:5]([CH:4]=[O:3])=[N:6][C:7]([C:11]2[CH:16]=[N:15][CH:14]=[CH:13][N:12]=2)=[N:8]1. The catalyst class is: 6. (2) Reactant: N[C:2]1[C:7]([Cl:8])=[CH:6][C:5]([Cl:9])=[C:4]([CH3:10])[N:3]=1.[BrH:11].BrBr.N([O-])=O.[Na+].[OH-].[Na+]. Product: [Br:11][C:2]1[C:7]([Cl:8])=[CH:6][C:5]([Cl:9])=[C:4]([CH3:10])[N:3]=1. The catalyst class is: 6. (3) Reactant: [CH2:1]([CH:3]([CH2:15][CH2:16][CH2:17][CH3:18])[C:4]([C:6]1[S:10][C:9]2[CH2:11][S:12][CH2:13][C:8]=2[C:7]=1[F:14])=[O:5])[CH3:2].ClC1C=C(C=CC=1)C(OO)=O. Product: [CH2:1]([CH:3]([CH2:15][CH2:16][CH2:17][CH3:18])[C:4]([C:6]1[S:10][C:9]2=[CH:11][S:12][CH:13]=[C:8]2[C:7]=1[F:14])=[O:5])[CH3:2]. The catalyst class is: 22. (4) Reactant: [CH2:1]1[NH:6][CH2:5][CH2:4][N:3]2[C:7]3[CH:13]=[CH:12][C:11]([C:14]([O:16][CH2:17][CH3:18])=[O:15])=[CH:10][C:8]=3[N:9]=[C:2]12.[C:19](O)(=O)C.C=O.C([BH3-])#N.[Na+]. Product: [CH3:19][N:6]1[CH2:5][CH2:4][N:3]2[C:7]3[CH:13]=[CH:12][C:11]([C:14]([O:16][CH2:17][CH3:18])=[O:15])=[CH:10][C:8]=3[N:9]=[C:2]2[CH2:1]1. The catalyst class is: 5. (5) Reactant: [Br:1][C:2]1[CH:3]=[CH:4][C:5]([S:8][CH3:9])=[N:6][CH:7]=1.C(OCC)(=[O:12])C. Product: [Br:1][C:2]1[CH:3]=[CH:4][C:5]([S:8]([CH3:9])=[O:12])=[N:6][CH:7]=1. The catalyst class is: 211. (6) Reactant: [NH2:1][C:2]1[CH:6]=[CH:5][NH:4][C:3]=1[C:7]([O:9][CH2:10][CH3:11])=[O:8].[Cl:12][C:13]1[C:29]([Cl:30])=[CH:28][C:16]2[NH:17][C:18]([S:20][C:21]3[O:25][C:24]([CH:26]=O)=[CH:23][CH:22]=3)=[N:19][C:15]=2[CH:14]=1.[C:31]1(=O)[CH2:36][CH2:35][CH2:34][C:33](=[O:37])[CH2:32]1. Product: [CH2:10]([O:9][C:7]([C:3]1[NH:4][CH:5]=[C:6]2[CH:26]([C:24]3[O:25][C:21]([S:20][C:18]4[NH:19][C:15]5[CH:14]=[C:13]([Cl:12])[C:29]([Cl:30])=[CH:28][C:16]=5[N:17]=4)=[CH:22][CH:23]=3)[C:32]3[C:33](=[O:37])[CH2:34][CH2:35][CH2:36][C:31]=3[NH:1][C:2]=12)=[O:8])[CH3:11]. The catalyst class is: 51. (7) Reactant: [H-].[Na+].[C:3]([NH:6][CH:7]([C:13]([O:15][CH2:16][CH3:17])=[O:14])[C:8]([O:10][CH2:11][CH3:12])=[O:9])(=[O:5])[CH3:4].Br[CH2:19][C:20]([C:22]1[CH:27]=[CH:26][C:25]([O:28][C:29]2[CH:34]=[CH:33][C:32]([C:35]3[N:40]=[CH:39][CH:38]=[CH:37][N:36]=3)=[CH:31][CH:30]=2)=[CH:24][CH:23]=1)=[O:21]. Product: [C:3]([NH:6][C:7]([CH2:19][C:20](=[O:21])[C:22]1[CH:23]=[CH:24][C:25]([O:28][C:29]2[CH:34]=[CH:33][C:32]([C:35]3[N:36]=[CH:37][CH:38]=[CH:39][N:40]=3)=[CH:31][CH:30]=2)=[CH:26][CH:27]=1)([C:13]([O:15][CH2:16][CH3:17])=[O:14])[C:8]([O:10][CH2:11][CH3:12])=[O:9])(=[O:5])[CH3:4]. The catalyst class is: 1. (8) The catalyst class is: 40. Reactant: [Br:1][C:2]1[CH:7]=[CH:6][C:5]([F:8])=[C:4]([N+:9]([O-])=O)[CH:3]=1.[OH-].[Na+]. Product: [Br:1][C:2]1[CH:7]=[CH:6][C:5]([F:8])=[C:4]([CH:3]=1)[NH2:9]. (9) Reactant: N([O-])=[O:2].[Na+].[CH3:5][C:6]1[CH:17]=[CH:16][C:9]2[N:10]=[C:11](N)[N:12]=[N+:13]([O-:14])[C:8]=2[CH:7]=1. Product: [CH3:5][C:6]1[CH:17]=[CH:16][C:9]2[N:10]=[C:11]([OH:2])[N:12]=[N+:13]([O-:14])[C:8]=2[CH:7]=1. The catalyst class is: 67.